From a dataset of Full USPTO retrosynthesis dataset with 1.9M reactions from patents (1976-2016). Predict the reactants needed to synthesize the given product. (1) The reactants are: [CH3:1][S:2]([C:5]1[CH:10]=[CH:9][C:8]([C:11]2[C:12]([O:31][C:32]3[CH:37]=[CH:36][C:35]([O:38][CH2:39][CH2:40][N:41]4[CH2:46][CH2:45][CH2:44][CH2:43][CH2:42]4)=[CH:34][CH:33]=3)=[C:13]3[C:18](=[CH:19][CH:20]=2)[CH:17]=[C:16]([O:21][C:22](=[O:30])[C:23]2[CH:28]=[CH:27][C:26]([F:29])=[CH:25][CH:24]=2)[CH:15]=[CH:14]3)=[CH:7][CH:6]=1)(=[O:4])=[O:3].[ClH:47].CCOCC. Given the product [ClH:47].[CH3:1][S:2]([C:5]1[CH:6]=[CH:7][C:8]([C:11]2[C:12]([O:31][C:32]3[CH:37]=[CH:36][C:35]([O:38][CH2:39][CH2:40][N:41]4[CH2:46][CH2:45][CH2:44][CH2:43][CH2:42]4)=[CH:34][CH:33]=3)=[C:13]3[C:18](=[CH:19][CH:20]=2)[CH:17]=[C:16]([O:21][C:22](=[O:30])[C:23]2[CH:24]=[CH:25][C:26]([F:29])=[CH:27][CH:28]=2)[CH:15]=[CH:14]3)=[CH:9][CH:10]=1)(=[O:3])=[O:4], predict the reactants needed to synthesize it. (2) Given the product [CH2:6]([O:5][C:3]([C:2]1[C:1](=[O:9])[N:23]([CH2:16][C:17]2[CH:18]=[CH:19][CH:20]=[CH:21][CH:22]=2)[C:28]2[C:27]([C:26]=1[OH:25])=[CH:32][C:31]([Cl:33])=[CH:30][CH:29]=2)=[O:4])[CH3:7], predict the reactants needed to synthesize it. The reactants are: [C:1]([O:9]CC)(=O)[CH2:2][C:3]([O:5][CH2:6][CH3:7])=[O:4].[H-].[Na+].[H][H].[CH2:16]([N:23]1[C:28]2[CH:29]=[CH:30][C:31]([Cl:33])=[CH:32][C:27]=2[C:26](=O)[O:25]C1=O)[C:17]1[CH:22]=[CH:21][CH:20]=[CH:19][CH:18]=1.Cl. (3) The reactants are: O[C:2]1[N:3]=[C:4]2[CH:12]=[C:11](/[CH:13]=[CH:14]/[C:15]3[S:16][CH:17]=[C:18]([CH:20]([CH3:22])[CH3:21])[N:19]=3)[CH:10]=[CH:9][N:5]2[C:6](=[O:8])[CH:7]=1.C1(C)C=CC(S(Cl)(=O)=O)=CC=1.C(N(CC)CC)C.Cl.[CH3:42][NH:43][C:44]([CH:46]1[CH2:51][CH2:50][CH2:49][NH:48][CH2:47]1)=[O:45]. Given the product [CH3:42][NH:43][C:44]([CH:46]1[CH2:51][CH2:50][CH2:49][N:48]([C:2]2[N:3]=[C:4]3[CH:12]=[C:11](/[CH:13]=[CH:14]/[C:15]4[S:16][CH:17]=[C:18]([CH:20]([CH3:22])[CH3:21])[N:19]=4)[CH:10]=[CH:9][N:5]3[C:6](=[O:8])[CH:7]=2)[CH2:47]1)=[O:45], predict the reactants needed to synthesize it. (4) Given the product [C:24]([C:31]([NH:1][C:2]1[CH:3]=[CH:4][C:5]([C:8]2[CH:13]=[CH:12][C:11]([NH:14][C:15](=[O:21])[O:16][C:17]([CH3:18])([CH3:20])[CH3:19])=[CH:10][CH:9]=2)=[CH:6][CH:7]=1)([CH3:33])[CH3:30])#[N:25], predict the reactants needed to synthesize it. The reactants are: [NH2:1][C:2]1[CH:7]=[CH:6][C:5]([C:8]2[CH:13]=[CH:12][C:11]([NH:14][C:15](=[O:21])[O:16][C:17]([CH3:20])([CH3:19])[CH3:18])=[CH:10][CH:9]=2)=[CH:4][CH:3]=1.C[Si](C)(C)[C:24]#[N:25].II.[CH3:30][C:31]([CH3:33])=O.